Task: Predict the reactants needed to synthesize the given product.. Dataset: Full USPTO retrosynthesis dataset with 1.9M reactions from patents (1976-2016) (1) Given the product [Br:1][C:2]1[CH:7]=[C:6]([NH:8][C:9]([NH:11][CH2:12][CH3:13])=[O:10])[N:5]=[CH:4][C:3]=1[C:14]1[CH:15]=[N:16][CH:17]=[C:18]([C:20]([NH:26][NH2:27])=[O:22])[CH:19]=1, predict the reactants needed to synthesize it. The reactants are: [Br:1][C:2]1[CH:7]=[C:6]([NH:8][C:9]([NH:11][CH2:12][CH3:13])=[O:10])[N:5]=[CH:4][C:3]=1[C:14]1[CH:15]=[N:16][CH:17]=[C:18]([C:20]([O:22]CC)=O)[CH:19]=1.O.[NH2:26][NH2:27]. (2) Given the product [C:1]([C:5]1[CH:9]=[C:8]([C:10]([NH:25][C:26]2[CH:27]=[C:28]([O:29][C:30]3[CH:31]=[CH:32][C:33]4[N:34]([CH:36]=[C:37]([NH:39][C:40]([CH:42]5[CH2:43][CH2:44]5)=[O:41])[N:38]=4)[N:35]=3)[CH:45]=[CH:46][C:47]=2[CH3:48])=[O:12])[N:7]([CH3:13])[N:6]=1)([CH3:2])([CH3:3])[CH3:4], predict the reactants needed to synthesize it. The reactants are: [C:1]([C:5]1[CH:9]=[C:8]([C:10]([OH:12])=O)[N:7]([CH3:13])[N:6]=1)([CH3:4])([CH3:3])[CH3:2].CN(C)C=O.C(Cl)(=O)C(Cl)=O.[NH2:25][C:26]1[CH:27]=[C:28]([CH:45]=[CH:46][C:47]=1[CH3:48])[O:29][C:30]1[CH:31]=[CH:32][C:33]2[N:34]([CH:36]=[C:37]([NH:39][C:40]([CH:42]3[CH2:44][CH2:43]3)=[O:41])[N:38]=2)[N:35]=1. (3) The reactants are: [CH:1]1[CH:6]=[C:5]2[C:7]([NH:9][C:10](=[O:11])[C:4]2=[CH:3][CH:2]=1)=[O:8].[O:12]1[C@@H:14]([CH2:15][CH3:16])[CH2:13]1.C([O-])([O-])=O.[K+].[K+]. Given the product [OH:12][C@@H:14]([CH2:15][CH3:16])[CH2:13][N:9]1[C:7](=[O:8])[C:5]2[C:4](=[CH:3][CH:2]=[CH:1][CH:6]=2)[C:10]1=[O:11], predict the reactants needed to synthesize it. (4) The reactants are: [NH2:1][CH:2]1[CH2:6][CH2:5][CH2:4][CH:3]1[NH:7][C:8](=[O:23])[C:9]1[C:14]([S:15][CH3:16])=[CH:13][C:12]([C:17]([F:20])([F:19])[F:18])=[CH:11][C:10]=1[O:21][CH3:22].[C:24]1(=O)[CH2:28][CH2:27][CH2:26][CH2:25]1. Given the product [CH:24]1([NH:1][CH:2]2[CH2:6][CH2:5][CH2:4][CH:3]2[NH:7][C:8](=[O:23])[C:9]2[C:14]([S:15][CH3:16])=[CH:13][C:12]([C:17]([F:19])([F:20])[F:18])=[CH:11][C:10]=2[O:21][CH3:22])[CH2:28][CH2:27][CH2:26][CH2:25]1, predict the reactants needed to synthesize it. (5) The reactants are: [Br:1][C:2]1[S:6][C:5]([C@:7]2([CH2:16][C:17]([O:19][C:20]([CH3:23])([CH3:22])[CH3:21])=[O:18])[S:13](=[O:15])(=[O:14])[CH2:12][CH2:11][NH:10][CH2:9][CH2:8]2)=[CH:4][CH:3]=1.[C@@]12(CS([O-])(=O)=O)C(C)(C)C(CC1)CC2=O.C(N(CC)CC)C.[C:46](O[C:46]([O:48][C:49]([CH3:52])([CH3:51])[CH3:50])=[O:47])([O:48][C:49]([CH3:52])([CH3:51])[CH3:50])=[O:47]. Given the product [Br:1][C:2]1[S:6][C:5]([C@:7]2([CH2:16][C:17]([O:19][C:20]([CH3:23])([CH3:22])[CH3:21])=[O:18])[S:13](=[O:15])(=[O:14])[CH2:12][CH2:11][N:10]([C:46]([O:48][C:49]([CH3:52])([CH3:51])[CH3:50])=[O:47])[CH2:9][CH2:8]2)=[CH:4][CH:3]=1, predict the reactants needed to synthesize it. (6) Given the product [Cl:30][C:27]1[CH:26]=[C:4]([CH:3]=[C:2]([Cl:1])[C:28]=1[Cl:29])[CH2:5][N:6]1[CH:10]=[C:9]([C:11]2[N:12]=[CH:13][C:14]3[N:19]=[C:18]([NH:20][CH2:21][C:22]([OH:24])=[O:23])[S:17][C:15]=3[N:16]=2)[N:8]=[N:7]1, predict the reactants needed to synthesize it. The reactants are: [Cl:1][C:2]1[CH:3]=[C:4]([CH:26]=[C:27]([Cl:30])[C:28]=1[Cl:29])[CH2:5][N:6]1[CH:10]=[C:9]([C:11]2[N:12]=[CH:13][C:14]3[N:19]=[C:18]([NH:20][CH2:21][C:22]([O:24]C)=[O:23])[S:17][C:15]=3[N:16]=2)[N:8]=[N:7]1.[OH-].[Na+]. (7) Given the product [Br:1][C:2]1[CH:7]=[CH:6][N:5]=[C:4]([C:8]([O:10][CH3:11])=[O:9])[CH:3]=1, predict the reactants needed to synthesize it. The reactants are: [Br:1][C:2]1[CH:7]=[CH:6][N:5]=[C:4]([C:8]([OH:10])=[O:9])[CH:3]=1.[CH3:11][Si](C=[N+]=[N-])(C)C.